This data is from Full USPTO retrosynthesis dataset with 1.9M reactions from patents (1976-2016). The task is: Predict the reactants needed to synthesize the given product. Given the product [OH:30][C:23]1([C:7]2[C:8]([OH:10])=[CH:9][C:4]3[O:3][CH2:2][O:1][C:5]=3[CH:6]=2)[C:24]2[C:25](=[N:26][CH:27]=[CH:28][CH:29]=2)[N:21]([CH2:16][CH2:17][CH2:18][CH2:19][CH3:20])[C:22]1=[O:31], predict the reactants needed to synthesize it. The reactants are: [O:1]1[C:5]2[CH:6]=[CH:7][C:8]([OH:10])=[CH:9][C:4]=2[O:3][CH2:2]1.C([Mg]Cl)(C)C.[CH2:16]([N:21]1[C:25]2=[N:26][CH:27]=[CH:28][CH:29]=[C:24]2[C:23](=[O:30])[C:22]1=[O:31])[CH2:17][CH2:18][CH2:19][CH3:20].